Predict the reactants needed to synthesize the given product. From a dataset of Full USPTO retrosynthesis dataset with 1.9M reactions from patents (1976-2016). (1) Given the product [C:20]([OH:27])(=[O:26])/[CH:21]=[CH:22]/[C:23]([OH:25])=[O:24].[N:1]12[CH2:7][CH2:6][CH:5]([CH2:8][CH2:9]1)[N:4]([C:10]([O:12][C:13]1[CH:18]=[CH:17][C:16]([Br:19])=[CH:15][CH:14]=1)=[O:11])[CH2:3][CH2:2]2, predict the reactants needed to synthesize it. The reactants are: [N:1]12[CH2:9][CH2:8][CH:5]([CH2:6][CH2:7]1)[N:4]([C:10]([O:12][C:13]1[CH:18]=[CH:17][C:16]([Br:19])=[CH:15][CH:14]=1)=[O:11])[CH2:3][CH2:2]2.[C:20]([OH:27])(=[O:26])/[CH:21]=[CH:22]/[C:23]([OH:25])=[O:24]. (2) Given the product [NH2:11][C:10]1[CH:12]=[CH:13][C:7]([O:6][C:5]2[CH:23]=[CH:24][C:25]([F:27])=[CH:26][C:4]=2[F:3])=[C:8]([C:29]2[C:38]3[C:33](=[CH:34][N:35]=[CH:36][CH:37]=3)[C:32](=[O:39])[N:31]([CH3:40])[CH:30]=2)[CH:9]=1, predict the reactants needed to synthesize it. The reactants are: N#N.[F:3][C:4]1[CH:26]=[C:25]([F:27])[CH:24]=[CH:23][C:5]=1[O:6][C:7]1[CH:13]=[CH:12][C:10]([NH2:11])=[CH:9][C:8]=1B1OC(C)(C)C(C)(C)O1.Br[C:29]1[C:38]2[C:33](=[CH:34][N:35]=[CH:36][CH:37]=2)[C:32](=[O:39])[N:31]([CH3:40])[CH:30]=1.C([O-])([O-])=O.[K+].[K+]. (3) Given the product [C:1]([O:5][C:6]([N:8]1[CH2:9][CH2:10][N:11]([C:14]2[CH:19]=[N:18][CH:17]=[C:16]([N:20]([C:21](=[O:23])[CH3:22])[CH2:25][C:26]3[CH:31]=[CH:30][CH:29]=[C:28]([Cl:32])[CH:27]=3)[N:15]=2)[CH2:12][CH2:13]1)=[O:7])([CH3:4])([CH3:2])[CH3:3], predict the reactants needed to synthesize it. The reactants are: [C:1]([O:5][C:6]([N:8]1[CH2:13][CH2:12][N:11]([C:14]2[CH:19]=[N:18][CH:17]=[C:16]([NH:20][C:21](=[O:23])[CH3:22])[N:15]=2)[CH2:10][CH2:9]1)=[O:7])([CH3:4])([CH3:3])[CH3:2].Br[CH2:25][C:26]1[CH:31]=[CH:30][CH:29]=[C:28]([Cl:32])[CH:27]=1.[H-].[Na+].O. (4) Given the product [O:18]=[C:17]([C@@H:19]1[CH2:21][C@H:20]1[C:22]1[CH:27]=[CH:26][CH:25]=[CH:24][CH:23]=1)[CH2:1][C:2]#[N:3], predict the reactants needed to synthesize it. The reactants are: [CH3:1][C:2]#[N:3].[Li+].C[Si]([N-][Si](C)(C)C)(C)C.CON(C)[C:17]([C@@H:19]1[CH2:21][C@H:20]1[C:22]1[CH:27]=[CH:26][CH:25]=[CH:24][CH:23]=1)=[O:18]. (5) Given the product [F:15][C:6]1[C:7]([F:14])=[CH:8][C:9]([N+:11]([O-:13])=[O:12])=[CH:10][C:5]=1[OH:4], predict the reactants needed to synthesize it. The reactants are: [OH-].[NH4+].C(=O)(OCC)[O:4][C:5]1[CH:10]=[C:9]([N+:11]([O-:13])=[O:12])[CH:8]=[C:7]([F:14])[C:6]=1[F:15]. (6) Given the product [CH3:17][C:18]1[CH:23]=[CH:22][C:21]([S:24]([O:27][CH2:28][C:29]23[CH2:34][CH2:33][C:32]([C:2]4[CH:7]=[CH:6][CH:5]=[C:4]([O:8][C:9]5[CH:14]=[CH:13][C:12]([F:15])=[C:11]([F:16])[CH:10]=5)[N:3]=4)([CH2:31][CH2:30]2)[O:35][CH2:50]3)(=[O:26])=[O:25])=[CH:20][CH:19]=1, predict the reactants needed to synthesize it. The reactants are: Br[C:2]1[CH:7]=[CH:6][CH:5]=[C:4]([O:8][C:9]2[CH:14]=[CH:13][C:12]([F:15])=[C:11]([F:16])[CH:10]=2)[N:3]=1.[CH3:17][C:18]1[CH:23]=[CH:22][C:21]([S:24]([O:27][CH2:28][C:29]2([CH2:50]OS(C3C=CC(C)=CC=3)(=O)=O)[CH2:34][CH2:33][C:32](C3C=C(OC4CCCCO4)C=C(F)C=3)([OH:35])[CH2:31][CH2:30]2)(=[O:26])=[O:25])=[CH:20][CH:19]=1.